The task is: Predict which catalyst facilitates the given reaction.. This data is from Catalyst prediction with 721,799 reactions and 888 catalyst types from USPTO. (1) Product: [CH2:1]1[S:5][C@H:4]([CH2:6][OH:7])[O:3][C@@H:2]1[N:8]1[C:13](=[O:14])[N:12]=[C:11]([NH2:15])[C:10]([F:16])=[CH:9]1.[C:17]([O-:29])(=[O:28])/[CH:18]=[CH:19]/[C:20]1[CH:27]=[CH:26][C:24]([OH:25])=[C:22]([OH:23])[CH:21]=1. The catalyst class is: 8. Reactant: [CH2:1]1[S:5][C@H:4]([CH2:6][OH:7])[O:3][C@@H:2]1[N:8]1[C:13](=[O:14])[N:12]=[C:11]([NH2:15])[C:10]([F:16])=[CH:9]1.[C:17]([OH:29])(=[O:28])/[CH:18]=[CH:19]/[C:20]1[CH:27]=[CH:26][C:24]([OH:25])=[C:22]([OH:23])[CH:21]=1. (2) Reactant: [NH:1]1[CH2:6][CH2:5][CH2:4][CH2:3][C:2]1=[O:7].[H-].[Na+].Br[CH2:11][C:12]([O:14][CH2:15][C:16]1[CH:21]=[CH:20][CH:19]=[CH:18][CH:17]=1)=[O:13].C(OCC)(=O)C. Product: [O:7]=[C:2]1[CH2:3][CH2:4][CH2:5][CH2:6][N:1]1[CH2:11][C:12]([O:14][CH2:15][C:16]1[CH:21]=[CH:20][CH:19]=[CH:18][CH:17]=1)=[O:13]. The catalyst class is: 35. (3) Reactant: [Cl:1][C:2]1[C:7]([C:8](Cl)=[O:9])=[C:6]([F:11])[C:5]([NH:12][S:13]([CH2:16][CH2:17][CH3:18])(=[O:15])=[O:14])=[CH:4][CH:3]=1.[N:19]1[CH:24]=[CH:23][CH:22]=[C:21]([NH2:25])[CH:20]=1.O. Product: [Cl:1][C:2]1[C:7]([C:8]([NH:25][C:21]2[CH:20]=[N:19][CH:24]=[CH:23][CH:22]=2)=[O:9])=[C:6]([F:11])[C:5]([NH:12][S:13]([CH2:16][CH2:17][CH3:18])(=[O:15])=[O:14])=[CH:4][CH:3]=1. The catalyst class is: 112. (4) Reactant: [NH2:1][CH:2]1[CH2:7][CH2:6][CH2:5][N:4]([C:8]([O:10][C:11]([CH3:14])([CH3:13])[CH3:12])=[O:9])[CH2:3]1.[Br:15][C:16]1[CH:21]=[C:20](Br)[C:19]([N+:23]([O-:25])=[O:24])=[CH:18][N:17]=1.CCN(CC)CC.[OH-].[Na+]. Product: [Br:15][C:16]1[CH:21]=[C:20]([NH:1][CH:2]2[CH2:7][CH2:6][CH2:5][N:4]([C:8]([O:10][C:11]([CH3:14])([CH3:13])[CH3:12])=[O:9])[CH2:3]2)[C:19]([N+:23]([O-:25])=[O:24])=[CH:18][N:17]=1. The catalyst class is: 351.